The task is: Predict the product of the given reaction.. This data is from Forward reaction prediction with 1.9M reactions from USPTO patents (1976-2016). (1) Given the reactants [CH3:1][CH:2]([O:4][C:5]1[CH:6]=[C:7]([CH2:11][CH2:12][C:13](OC)=O)[CH:8]=[CH:9][CH:10]=1)[CH3:3].[H-].[Na+].[C:19](#[N:21])[CH3:20].Cl.[NH2:23][NH2:24], predict the reaction product. The product is: [CH3:1][CH:2]([O:4][C:5]1[CH:6]=[C:7]([CH2:11][CH2:12][C:13]2[NH:24][N:23]=[C:19]([NH2:21])[CH:20]=2)[CH:8]=[CH:9][CH:10]=1)[CH3:3]. (2) Given the reactants FC(F)(F)S(O[CH2:7][C:8]([F:11])([CH3:10])[CH3:9])(=O)=O.[CH3:14][C:15]1([CH3:40])[NH:27][CH:26]([C:28]2[CH:33]=[CH:32][C:31](/[CH:34]=[CH:35]/[C:36]([O:38][CH3:39])=[O:37])=[CH:30][CH:29]=2)[C:18]2[NH:19][C:20]3[C:25]([C:17]=2[CH2:16]1)=[CH:24][CH:23]=[CH:22][CH:21]=3.C(N(CC)C(C)C)(C)C, predict the reaction product. The product is: [F:11][C:8]([CH3:10])([CH3:9])[CH2:7][N:27]1[C:15]([CH3:40])([CH3:14])[CH2:16][C:17]2[C:25]3[C:20](=[CH:21][CH:22]=[CH:23][CH:24]=3)[NH:19][C:18]=2[CH:26]1[C:28]1[CH:29]=[CH:30][C:31](/[CH:34]=[CH:35]/[C:36]([O:38][CH3:39])=[O:37])=[CH:32][CH:33]=1. (3) Given the reactants [N:1]([CH2:4][CH:5]1[NH:10][C:9]2[C:11](Br)=[CH:12][C:13]([Cl:15])=[CH:14][C:8]=2[O:7][CH2:6]1)=[N+:2]=[N-:3].[C:17]1(B(O)O)[CH:22]=[CH:21][CH:20]=[CH:19][CH:18]=1, predict the reaction product. The product is: [N:1]([CH2:4][CH:5]1[NH:10][C:9]2[C:11]([C:17]3[CH:22]=[CH:21][CH:20]=[CH:19][CH:18]=3)=[CH:12][C:13]([Cl:15])=[CH:14][C:8]=2[O:7][CH2:6]1)=[N+:2]=[N-:3]. (4) Given the reactants [NH2:1][C:2]1[N:7]2[N:8]=[C:9]([C:11]3[O:12][CH:13]=[CH:14][CH:15]=3)[N:10]=[C:6]2[CH:5]=[C:4]([C:16]2[CH:21]=[CH:20][CH:19]=[CH:18][C:17]=2C=O)[N:3]=1.N[C:25]1[N:30]2N=C(C3OC=CC=3)N=[C:29]2[CH:28]=[C:27]([C:39]2[CH:44]=[CH:43][CH:42]=C(C=O)C=2)[N:26]=1, predict the reaction product. The product is: [NH2:1][C:2]1[N:7]2[N:8]=[C:9]([C:11]3[O:12][CH:13]=[CH:14][CH:15]=3)[N:10]=[C:6]2[CH:5]=[C:4]([C:16]2[CH:17]=[CH:18][CH:19]=[C:20]([CH2:25][NH:30][CH2:29][CH2:28][C:27]3[CH:39]=[CH:44][CH:43]=[CH:42][N:26]=3)[CH:21]=2)[N:3]=1. (5) Given the reactants [CH3:1][O:2][C:3]1[CH:12]=[C:11]2[C:6]([C:7](=[O:15])[N:8]([CH3:14])[C:9](=[O:13])[NH:10]2)=[CH:5][CH:4]=1.C[Si]([N-][Si](C)(C)C)(C)C.[Li+].CS(O[CH2:31][CH2:32][N:33]1[CH2:38][CH2:37][CH:36]([NH:39][C:40]([O:42][C:43]([CH3:46])([CH3:45])[CH3:44])=[O:41])[CH2:35][CH2:34]1)(=O)=O.COC1C=C2C(C=CC(=O)N2CCN2CCC(NC(=O)OC(C)(C)C)CC2)=CC=1, predict the reaction product. The product is: [CH3:1][O:2][C:3]1[CH:12]=[C:11]2[C:6]([C:7](=[O:15])[N:8]([CH3:14])[C:9](=[O:13])[N:10]2[CH2:31][CH2:32][N:33]2[CH2:38][CH2:37][CH:36]([NH:39][C:40](=[O:41])[O:42][C:43]([CH3:46])([CH3:45])[CH3:44])[CH2:35][CH2:34]2)=[CH:5][CH:4]=1. (6) Given the reactants [H-].[Na+].[CH3:3][O:4][C:5]1[CH:6]=[C:7]2[C:12](=[C:13]3[CH2:17][C:16]([CH3:19])([CH3:18])[O:15][C:14]=13)[C:11]([C:20]1[CH:21]=[C:22]([N:26]3[C:30](=[O:31])[CH2:29][NH:28][C:27]3=[O:32])[CH:23]=[CH:24][CH:25]=1)=[N:10][C:9]([CH3:34])([CH3:33])[CH2:8]2.I[CH3:36].O, predict the reaction product. The product is: [CH3:36][N:28]1[CH2:29][C:30](=[O:31])[N:26]([C:22]2[CH:23]=[CH:24][CH:25]=[C:20]([C:11]3[C:12]4[C:7](=[CH:6][C:5]([O:4][CH3:3])=[C:14]5[O:15][C:16]([CH3:19])([CH3:18])[CH2:17][C:13]5=4)[CH2:8][C:9]([CH3:34])([CH3:33])[N:10]=3)[CH:21]=2)[C:27]1=[O:32]. (7) Given the reactants [Br:1][C:2]1[CH:13]=[C:6]2[NH:7]C(=O)O[C:10](=[O:11])[CH:5]2[C:4](OC)([CH3:14])[C:3]=1[I:17].[C:18]([O-:21])(=O)C.[NH4+:22], predict the reaction product. The product is: [NH2:7][C:6]1[C:13]([O:21][CH3:18])=[C:2]([Br:1])[C:3]([I:17])=[C:4]([CH3:14])[C:5]=1[C:10]([NH2:22])=[O:11]. (8) Given the reactants [NH2:1][C:2]1[C:3]([C:26]#[N:27])=[C:4]([CH:23]=[CH:24][CH:25]=1)[O:5][CH2:6][CH:7]1[CH2:12][CH2:11][N:10](C(OCC2C=CC=CC=2)=O)[CH2:9][CH2:8]1.O=[C:29]([CH3:36])[CH2:30][C:31]([O:33][CH2:34][CH3:35])=[O:32], predict the reaction product. The product is: [NH2:27][C:26]1[C:3]2[C:2](=[CH:25][CH:24]=[CH:23][C:4]=2[O:5][CH2:6][CH:7]2[CH2:8][CH2:9][NH:10][CH2:11][CH2:12]2)[N:1]=[C:29]([CH3:36])[C:30]=1[C:31]([O:33][CH2:34][CH3:35])=[O:32]. (9) Given the reactants [CH3:1][S:2](Cl)(=[O:4])=[O:3].C(N(CC)C(C)C)(C)C.[NH2:15][CH:16]1[CH2:19][N:18]([C:20]([C:22]2[N:23]=[C:24]3[C:29]([C:30]([F:33])([F:32])[F:31])=[CH:28][C:27]([C:34]4[CH:38]=[CH:37][O:36][CH:35]=4)=[CH:26][N:25]3[C:39]=2[Cl:40])=[O:21])[CH2:17]1.O, predict the reaction product. The product is: [Cl:40][C:39]1[N:25]2[CH:26]=[C:27]([C:34]3[CH:38]=[CH:37][O:36][CH:35]=3)[CH:28]=[C:29]([C:30]([F:33])([F:32])[F:31])[C:24]2=[N:23][C:22]=1[C:20]([N:18]1[CH2:19][CH:16]([NH:15][S:2]([CH3:1])(=[O:4])=[O:3])[CH2:17]1)=[O:21].